This data is from Catalyst prediction with 721,799 reactions and 888 catalyst types from USPTO. The task is: Predict which catalyst facilitates the given reaction. (1) Reactant: C(OC([N:8]1[CH2:12][CH2:11][CH2:10][C@H:9]1[C:13]1[O:17][N:16]=[C:15]([C:18]2[N:23]=[CH:22][CH:21]=[CH:20][N:19]=2)[CH:14]=1)=O)(C)(C)C. Product: [N:23]1[CH:22]=[CH:21][CH:20]=[N:19][C:18]=1[C:15]1[CH:14]=[C:13]([C@@H:9]2[CH2:10][CH2:11][CH2:12][NH:8]2)[O:17][N:16]=1. The catalyst class is: 55. (2) Reactant: O(C(C)(C)C)[Na].[NH2:7][C:8]1[CH:15]=[CH:14][C:11]([CH:12]=[CH2:13])=[CH:10][CH:9]=1.Br[C:17]1[CH:22]=[CH:21][CH:20]=[CH:19][CH:18]=1.C1(N(C=[CH:37][C:38]2[CH:43]=[CH:42][CH:41]=[CH:40][CH:39]=2)C2C=CC=CC=2)C=CC=CC=1.Br[C:45]1[CH:50]=[CH:49][C:48](C)=[CH:47][CH:46]=1. Product: [C:17]1([N:7]([C:45]2[CH:50]=[CH:49][CH:48]=[CH:47][CH:46]=2)[C:8]2[CH:15]=[CH:14][C:11]([CH:12]=[CH:13][C:41]3[CH:40]=[CH:39][C:38]([CH3:37])=[CH:43][CH:42]=3)=[CH:10][CH:9]=2)[CH:22]=[CH:21][CH:20]=[CH:19][CH:18]=1. The catalyst class is: 187. (3) Reactant: C1(C[O:8][CH2:9][CH:10]2[CH2:19][O:18][C:17]3[C:12](=[N:13][CH:14]=[CH:15][CH:16]=3)[S:11]2)C=CC=CC=1.[NH4+].[OH-]. Product: [O:18]1[C:17]2[C:12](=[N:13][CH:14]=[CH:15][CH:16]=2)[S:11][CH:10]([CH2:9][OH:8])[CH2:19]1. The catalyst class is: 2. (4) Reactant: Br[Zn][CH2:3][C:4]([O:6][CH2:7][CH3:8])=[O:5].[CH3:9][C:10](=O)/[CH:11]=[CH:12]/[CH2:13][CH2:14][CH2:15][CH2:16][CH3:17].Cl.C(OCC)(=[O:22])C. Product: [OH:22][C:12]([CH2:13][CH2:14][CH2:15][CH2:16][CH3:17])(/[CH:11]=[CH:10]/[CH3:9])[CH2:3][C:4]([O:6][CH2:7][CH3:8])=[O:5]. The catalyst class is: 1. (5) Reactant: Br[C:2]1[CH:7]=[CH:6][C:5]([O:8][CH3:9])=[CH:4][CH:3]=1.C([Li])CCC.CCCCCC.[CH3:21][O:22][C:23]1[N:28]=[C:27]([C:29]2[CH:34]=[CH:33][C:32]([O:35][C:36]([F:39])([F:38])[F:37])=[CH:31][CH:30]=2)[C:26]([N:40]2[CH2:45][CH2:44][C:43](=[O:46])[CH2:42][CH2:41]2)=[CH:25][CH:24]=1.[Cl-].[NH4+]. Product: [CH3:9][O:8][C:5]1[CH:6]=[CH:7][C:2]([C:43]2([OH:46])[CH2:44][CH2:45][N:40]([C:26]3[C:27]([C:29]4[CH:30]=[CH:31][C:32]([O:35][C:36]([F:38])([F:37])[F:39])=[CH:33][CH:34]=4)=[N:28][C:23]([O:22][CH3:21])=[CH:24][CH:25]=3)[CH2:41][CH2:42]2)=[CH:3][CH:4]=1. The catalyst class is: 1.